The task is: Predict the reactants needed to synthesize the given product.. This data is from Full USPTO retrosynthesis dataset with 1.9M reactions from patents (1976-2016). Given the product [CH3:26][S:27]([N:14]1[CH2:15][CH2:16][N:11]([C:8]2[CH:7]=[CH:6][C:5]([O:4][CH2:3][C:2]([F:1])([F:17])[F:18])=[CH:10][CH:9]=2)[CH2:12][CH2:13]1)(=[O:29])=[O:28], predict the reactants needed to synthesize it. The reactants are: [F:1][C:2]([F:18])([F:17])[CH2:3][O:4][C:5]1[CH:10]=[CH:9][C:8]([N:11]2[CH2:16][CH2:15][NH:14][CH2:13][CH2:12]2)=[CH:7][CH:6]=1.C(N(CC)CC)C.[CH3:26][S:27](Cl)(=[O:29])=[O:28].